From a dataset of NCI-60 drug combinations with 297,098 pairs across 59 cell lines. Regression. Given two drug SMILES strings and cell line genomic features, predict the synergy score measuring deviation from expected non-interaction effect. Drug 1: C1=C(C(=O)NC(=O)N1)N(CCCl)CCCl. Drug 2: CS(=O)(=O)OCCCCOS(=O)(=O)C. Cell line: MOLT-4. Synergy scores: CSS=78.2, Synergy_ZIP=3.96, Synergy_Bliss=4.30, Synergy_Loewe=1.70, Synergy_HSA=6.33.